This data is from Full USPTO retrosynthesis dataset with 1.9M reactions from patents (1976-2016). The task is: Predict the reactants needed to synthesize the given product. (1) Given the product [CH2:5]([O:4][P:3]([C:13]([S:15][CH2:16][C:17]1[CH:22]=[CH:21][CH:20]=[CH:19][CH:18]=1)=[S:14])([O:7][CH2:8][CH3:9])=[O:10])[CH3:6], predict the reactants needed to synthesize it. The reactants are: [H-].[Na+].[P:3]([O-:10])([O:7][CH2:8][CH3:9])[O:4][CH2:5][CH3:6].[H][H].[C:13](=[S:15])=[S:14].[CH2:16](Cl)[C:17]1[CH:22]=[CH:21][CH:20]=[CH:19][CH:18]=1. (2) Given the product [O:18]1[C:19]2[CH:25]=[CH:24][C:23]([CH2:26][C:27]([NH:1][C:2]3[CH:7]=[CH:6][CH:5]=[CH:4][C:3]=3[C:8]3[NH:9][C:10]4[C:15]([CH:16]=3)=[CH:14][CH:13]=[CH:12][CH:11]=4)=[O:28])=[CH:22][C:20]=2[O:21][CH2:17]1, predict the reactants needed to synthesize it. The reactants are: [NH2:1][C:2]1[CH:7]=[CH:6][CH:5]=[CH:4][C:3]=1[C:8]1[NH:9][C:10]2[C:15]([CH:16]=1)=[CH:14][CH:13]=[CH:12][CH:11]=2.[CH2:17]1[O:21][C:20]2[CH:22]=[C:23]([CH2:26][C:27](O)=[O:28])[CH:24]=[CH:25][C:19]=2[O:18]1. (3) Given the product [F:23][C:24]([F:39])([F:38])[C:25]1[CH:26]=[C:27]([CH:31]=[C:32]([C:34]([F:37])([F:36])[F:35])[CH:33]=1)[C:28]([N:3]([CH3:2])[C@@H:4]([CH2:16][C:17]1[CH:18]=[CH:19][CH:20]=[CH:21][CH:22]=1)[CH2:5][CH2:6][NH:7][C:8]([C:10]1[CH:15]=[CH:14][CH:13]=[CH:12][N:11]=1)=[O:9])=[O:29], predict the reactants needed to synthesize it. The reactants are: Cl.[CH3:2][NH:3][C@@H:4]([CH2:16][C:17]1[CH:22]=[CH:21][CH:20]=[CH:19][CH:18]=1)[CH2:5][CH2:6][NH:7][C:8]([C:10]1[CH:15]=[CH:14][CH:13]=[CH:12][N:11]=1)=[O:9].[F:23][C:24]([F:39])([F:38])[C:25]1[CH:26]=[C:27]([CH:31]=[C:32]([C:34]([F:37])([F:36])[F:35])[CH:33]=1)[C:28](Cl)=[O:29].C(=O)([O-])[O-].[K+].[K+].